This data is from Reaction yield outcomes from USPTO patents with 853,638 reactions. The task is: Predict the reaction yield, written as a fraction of the theoretical maximum amount of product (1.0 means a 100% yield; for example, 0.34 means a 34% yield). (1) The reactants are Br[C:2]1[C:3]([O:22][CH3:23])=[CH:4][C:5]([N:8]2[CH2:13][CH2:12][N:11]([C:14]([O:16][C:17]([CH3:20])([CH3:19])[CH3:18])=[O:15])[CH2:10][C@@H:9]2[CH3:21])=[N:6][CH:7]=1.[Cl:24][C:25]1[C:30]([F:31])=[CH:29][CH:28]=[C:27]([Cl:32])[C:26]=1[C@H:33]([O:35][C:36]1[C:37]([NH2:51])=[N:38][CH:39]=[C:40](B2OC(C)(C)C(C)(C)O2)[CH:41]=1)[CH3:34].C([O-])([O-])=O.[Cs+].[Cs+]. The catalyst is O1CCOCC1.C1C=CC([P]([Pd]([P](C2C=CC=CC=2)(C2C=CC=CC=2)C2C=CC=CC=2)([P](C2C=CC=CC=2)(C2C=CC=CC=2)C2C=CC=CC=2)[P](C2C=CC=CC=2)(C2C=CC=CC=2)C2C=CC=CC=2)(C2C=CC=CC=2)C2C=CC=CC=2)=CC=1. The product is [NH2:51][C:37]1[N:38]=[CH:39][C:40]([C:2]2[CH:7]=[N:6][C:5]([N:8]3[CH2:13][CH2:12][N:11]([C:14]([O:16][C:17]([CH3:20])([CH3:19])[CH3:18])=[O:15])[CH2:10][C@@H:9]3[CH3:21])=[CH:4][C:3]=2[O:22][CH3:23])=[CH:41][C:36]=1[O:35][C@@H:33]([C:26]1[C:27]([Cl:32])=[CH:28][CH:29]=[C:30]([F:31])[C:25]=1[Cl:24])[CH3:34]. The yield is 0.420. (2) The reactants are [O:1]1[C:6]2[CH:7]=[CH:8][C:9]([C:11]3[C:16]([N:17]4[CH:21]=[CH:20][C:19]([N+:22]([O-:24])=[O:23])=[N:18]4)=[CH:15][CH:14]=[C:13]([C:25]([F:28])([F:27])[F:26])[C:12]=3[C:29](=[O:34])[C:30]([O:32][CH3:33])=[O:31])=[CH:10][C:5]=2[CH2:4][CH2:3][CH2:2]1.[BH4-].[Na+].O. The catalyst is CO. The product is [O:1]1[C:6]2[CH:7]=[CH:8][C:9]([C:11]3[C:16]([N:17]4[CH:21]=[CH:20][C:19]([N+:22]([O-:24])=[O:23])=[N:18]4)=[CH:15][CH:14]=[C:13]([C:25]([F:26])([F:27])[F:28])[C:12]=3[CH:29]([OH:34])[C:30]([O:32][CH3:33])=[O:31])=[CH:10][C:5]=2[CH2:4][CH2:3][CH2:2]1. The yield is 0.950. (3) The reactants are [F:1][C:2]1[C:3]([C:18]2[N:22]([CH3:23])[C:21]3[CH:24]=[CH:25][CH:26]=[CH:27][C:20]=3[N:19]=2)=[CH:4][C:5]([N:8]2[CH2:13][CH2:12][N:11]([S:14]([CH3:17])(=[O:16])=[O:15])[CH2:10][CH2:9]2)=[N:6][CH:7]=1.[Li]CCCC.[CH3:33][C:34]([CH3:36])=[O:35].ClCCl. The catalyst is C1COCC1.CO. The product is [F:1][C:2]1[C:3]([C:18]2[N:22]([CH3:23])[C:21]3[CH:24]=[CH:25][CH:26]=[CH:27][C:20]=3[N:19]=2)=[CH:4][C:5]([N:8]2[CH2:9][CH2:10][N:11]([S:14]([CH2:17][C:34]([CH3:36])([OH:35])[CH3:33])(=[O:16])=[O:15])[CH2:12][CH2:13]2)=[N:6][CH:7]=1. The yield is 0.120. (4) The reactants are [NH2:1][C:2]1[CH:24]=[CH:23][C:5]([O:6][C:7]2[C:16]3[C:11](=[CH:12][C:13]([O:21][CH3:22])=[C:14]([C:17]([O:19]C)=[O:18])[CH:15]=3)[N:10]=[CH:9][CH:8]=2)=[C:4]([F:25])[CH:3]=1.CO.[OH-].[Na+].Cl. The catalyst is O. The yield is 0.900. The product is [NH2:1][C:2]1[CH:24]=[CH:23][C:5]([O:6][C:7]2[C:16]3[C:11](=[CH:12][C:13]([O:21][CH3:22])=[C:14]([C:17]([OH:19])=[O:18])[CH:15]=3)[N:10]=[CH:9][CH:8]=2)=[C:4]([F:25])[CH:3]=1. (5) The reactants are Br[C:2]1[C:11]2[C:6](=[CH:7][CH:8]=[CH:9][CH:10]=2)[CH:5]=[CH:4][CH:3]=1.[CH:12]1[C:24]2[NH:23][C:22]3[C:17](=[CH:18][CH:19]=[CH:20][CH:21]=3)[C:16]=2[CH:15]=[CH:14][CH:13]=1.C(=O)([O-])[O-].[K+].[K+].C1OCCOCCOCCOCCOCCOC1.Cl. The catalyst is [Cu](I)I.C1OCCOCCOCCOCCOCCOC1.C1(C)C=CC=CC=1.CN1CCCN(C)C1=O. The product is [C:2]1([N:23]2[C:24]3[CH:12]=[CH:13][CH:14]=[CH:15][C:16]=3[C:17]3[C:22]2=[CH:21][CH:20]=[CH:19][CH:18]=3)[C:11]2[C:6](=[CH:7][CH:8]=[CH:9][CH:10]=2)[CH:5]=[CH:4][CH:3]=1. The yield is 0.750.